This data is from Forward reaction prediction with 1.9M reactions from USPTO patents (1976-2016). The task is: Predict the product of the given reaction. (1) Given the reactants C[C:2]1(C)[O:6][C:5](=[CH:7][C:8]([N:10]([O:19][CH2:20][CH3:21])[CH2:11][C:12]2[CH:17]=[CH:16][C:15]([F:18])=[CH:14][CH:13]=2)=[O:9])[C:4](=[O:22])[O:3]1, predict the reaction product. The product is: [CH3:2][O:3][C:4](=[O:22])[C:5]([OH:6])=[CH:7][C:8](=[O:9])[N:10]([O:19][CH2:20][CH3:21])[CH2:11][C:12]1[CH:17]=[CH:16][C:15]([F:18])=[CH:14][CH:13]=1. (2) The product is: [Cl:18][C:4]1[C:3]([CH2:19][CH3:20])=[C:2]([B:37]2[O:41][C:40]([CH3:43])([CH3:42])[C:39]([CH3:45])([CH3:44])[O:38]2)[CH:17]=[CH:16][C:5]=1[O:6][CH2:7][CH2:8][N:9]1[CH2:14][CH2:13][N:12]([CH3:15])[CH2:11][CH2:10]1. Given the reactants Br[C:2]1[CH:17]=[CH:16][C:5]([O:6][CH2:7][CH2:8][N:9]2[CH2:14][CH2:13][N:12]([CH3:15])[CH2:11][CH2:10]2)=[C:4]([Cl:18])[C:3]=1[CH2:19][CH3:20].C(=O)=O.CC(C)=O.[Li]CCCC.C(O[B:37]1[O:41][C:40]([CH3:43])([CH3:42])[C:39]([CH3:45])([CH3:44])[O:38]1)(C)C, predict the reaction product. (3) Given the reactants [Br:1][C:2]1[CH:7]=[C:6]([F:8])[CH:5]=[CH:4][C:3]=1[CH:9]([NH:11][C:12](=O)[CH:13]([F:15])[F:14])[CH3:10], predict the reaction product. The product is: [Br:1][C:2]1[CH:7]=[C:6]([F:8])[CH:5]=[CH:4][C:3]=1[CH:9]([NH:11][CH2:12][CH:13]([F:15])[F:14])[CH3:10]. (4) Given the reactants C([Li])CCC.[CH:6]([Si:9]([C:16]#[CH:17])([CH:13]([CH3:15])[CH3:14])[CH:10]([CH3:12])[CH3:11])([CH3:8])[CH3:7].CON(C)[C:21](=[O:30])[CH2:22][CH2:23][C:24]1[CH:29]=[CH:28][CH:27]=[CH:26][CH:25]=1, predict the reaction product. The product is: [C:24]1([CH2:23][CH2:22][C:21](=[O:30])[C:17]#[C:16][Si:9]([CH:10]([CH3:11])[CH3:12])([CH:6]([CH3:8])[CH3:7])[CH:13]([CH3:15])[CH3:14])[CH:29]=[CH:28][CH:27]=[CH:26][CH:25]=1. (5) Given the reactants [CH3:1][O:2][CH2:3][C:4]1[O:5][C:6]([CH3:19])=[CH:7][C:8](=[O:18])[C:9]=1[O:10][CH2:11][C:12]1[CH:17]=[CH:16][CH:15]=[CH:14][CH:13]=1.O[CH:21](C1OC(C)=CC(=O)C=1OCC1C=CC=CC=1)C, predict the reaction product. The product is: [CH3:1][O:2][CH:3]([C:4]1[O:5][C:6]([CH3:19])=[CH:7][C:8](=[O:18])[C:9]=1[O:10][CH2:11][C:12]1[CH:17]=[CH:16][CH:15]=[CH:14][CH:13]=1)[CH3:21].